The task is: Predict the reactants needed to synthesize the given product.. This data is from Full USPTO retrosynthesis dataset with 1.9M reactions from patents (1976-2016). Given the product [CH:1]1([CH:7]2[CH:16]3[CH2:17][CH2:18][CH2:19][O:20][CH:15]3[C:14]3[CH:13]=[C:12]([NH2:21])[CH:11]=[CH:10][C:9]=3[NH:8]2)[CH2:2][CH2:3][CH2:4][CH2:5][CH2:6]1, predict the reactants needed to synthesize it. The reactants are: [CH:1]1([CH:7]2[CH:16]3[CH2:17][CH2:18][CH2:19][O:20][CH:15]3[C:14]3[CH:13]=[C:12]([NH:21]C(=O)[O-])[CH:11]=[CH:10][C:9]=3[NH:8]2)[CH2:6][CH2:5][CH2:4][CH2:3][CH2:2]1.C(O)(C(F)(F)F)=O.[OH-].[Na+].